From a dataset of Full USPTO retrosynthesis dataset with 1.9M reactions from patents (1976-2016). Predict the reactants needed to synthesize the given product. Given the product [NH2:10][C:3]1[CH:4]=[C:5]([CH:8]=[CH:9][C:2]=1[OH:1])[C:6]#[N:7], predict the reactants needed to synthesize it. The reactants are: [OH:1][C:2]1[CH:9]=[CH:8][C:5]([C:6]#[N:7])=[CH:4][C:3]=1[N+:10]([O-])=O.S([O-])([O-])(=O)=S.[Na+].[Na+].